Dataset: KCNQ2 potassium channel screen with 302,405 compounds. Task: Binary Classification. Given a drug SMILES string, predict its activity (active/inactive) in a high-throughput screening assay against a specified biological target. The drug is o1c2c(cc(C(=O)NCCCn3ccnc3)c1=O)cccc2. The result is 0 (inactive).